From a dataset of Forward reaction prediction with 1.9M reactions from USPTO patents (1976-2016). Predict the product of the given reaction. (1) Given the reactants F[C:2]1[C:3]([CH3:23])=[N:4][C:5]2[C:10]([N:11]=1)=[C:9]([C:12]1[NH:20][C:19]3[CH:18]([CH3:21])[CH2:17][NH:16][C:15](=[O:22])[C:14]=3[CH:13]=1)[CH:8]=[CH:7][CH:6]=2.[CH3:24][C:25]([NH2:28])([CH3:27])[CH3:26].CO.C(Cl)Cl, predict the reaction product. The product is: [C:25]([NH:28][C:2]1[C:3]([CH3:23])=[N:4][C:5]2[C:10]([N:11]=1)=[C:9]([C:12]1[NH:20][C:19]3[CH:18]([CH3:21])[CH2:17][NH:16][C:15](=[O:22])[C:14]=3[CH:13]=1)[CH:8]=[CH:7][CH:6]=2)([CH3:27])([CH3:26])[CH3:24]. (2) Given the reactants [C:1]([O:5][C:6](=[O:48])[C@@H:7]([N:11]1[C:20]2[C:15](=[CH:16][C:17]([C:21]3[CH:22]=[N:23][C:24]([NH:36][C:37]([NH:39][CH2:40][CH3:41])=[O:38])=[CH:25][C:26]=3[C:27]3[S:28][CH:29]=[C:30]([C:32]([F:35])([F:34])[F:33])[N:31]=3)=[CH:18][CH:19]=2)[C:14](=[O:42])[C:13]([C:43]([O:45]CC)=O)=[CH:12]1)[CH:8]([CH3:10])[CH3:9])([CH3:4])([CH3:3])[CH3:2].[CH3:49][NH2:50].C(O)C, predict the reaction product. The product is: [CH2:40]([NH:39][C:37](=[O:38])[NH:36][C:24]1[N:23]=[CH:22][C:21]([C:17]2[CH:16]=[C:15]3[C:20](=[CH:19][CH:18]=2)[N:11]([C@@H:7]([CH:8]([CH3:9])[CH3:10])[C:6]([O:5][C:1]([CH3:3])([CH3:2])[CH3:4])=[O:48])[CH:12]=[C:13]([C:43](=[O:45])[NH:50][CH3:49])[C:14]3=[O:42])=[C:26]([C:27]2[S:28][CH:29]=[C:30]([C:32]([F:35])([F:34])[F:33])[N:31]=2)[CH:25]=1)[CH3:41]. (3) The product is: [CH3:20][S:17]([C:14]1[N:13]=[C:12]([NH:21][C@H:22]2[CH2:27][CH2:26][CH2:25][N:24]([S:28]([CH3:31])(=[O:30])=[O:29])[CH2:23]2)[C:11]([C:8]2[N:9]=[C:10]3[C:2]([C:40]#[N:41])=[CH:3][N:4]([CH2:32][O:33][CH2:34][CH2:35][Si:36]([CH3:39])([CH3:38])[CH3:37])[C:5]3=[N:6][CH:7]=2)=[CH:16][N:15]=1)(=[O:19])=[O:18]. Given the reactants I[C:2]1[C:10]2[C:5](=[N:6][CH:7]=[C:8]([C:11]3[C:12]([NH:21][C@H:22]4[CH2:27][CH2:26][CH2:25][N:24]([S:28]([CH3:31])(=[O:30])=[O:29])[CH2:23]4)=[N:13][C:14]([S:17]([CH3:20])(=[O:19])=[O:18])=[N:15][CH:16]=3)[N:9]=2)[N:4]([CH2:32][O:33][CH2:34][CH2:35][Si:36]([CH3:39])([CH3:38])[CH3:37])[CH:3]=1.[C:40]([Zn]C#N)#[N:41].CN(C)C=O, predict the reaction product. (4) Given the reactants [NH2:1][C:2]1[N:7]=[CH:6][C:5]([C:8]([OH:10])=O)=[CH:4][C:3]=1[CH2:11][O:12][CH:13]1[C:17]([F:19])([F:18])[CH2:16][N:15]([C:20](=[O:33])[CH2:21][C:22]2[CH:27]=[CH:26][C:25]([O:28][C:29]([F:32])([F:31])[F:30])=[CH:24][CH:23]=2)[CH2:14]1.[Cl-].[NH4+:35], predict the reaction product. The product is: [NH2:1][C:2]1[N:7]=[CH:6][C:5]([C:8]([NH2:35])=[O:10])=[CH:4][C:3]=1[CH2:11][O:12][C@H:13]1[C:17]([F:18])([F:19])[CH2:16][N:15]([C:20](=[O:33])[CH2:21][C:22]2[CH:23]=[CH:24][C:25]([O:28][C:29]([F:31])([F:30])[F:32])=[CH:26][CH:27]=2)[CH2:14]1. (5) Given the reactants [F:1][C:2]1[CH:7]=[CH:6][CH:5]=[CH:4][C:3]=1[N:8]1[C:16]2[C:11](=[C:12]([N:17]3[CH2:21][CH2:20][NH:19][C:18]3=[O:22])[CH:13]=[CH:14][CH:15]=2)[CH:10]=[N:9]1.CN[C@@H]1CCCC[C@H]1NC.Br[C:34]1[N:39]=[CH:38][C:37]([CH3:40])=[CH:36][N:35]=1.[O-]P([O-])([O-])=O.[K+].[K+].[K+], predict the reaction product. The product is: [F:1][C:2]1[CH:7]=[CH:6][CH:5]=[CH:4][C:3]=1[N:8]1[C:16]2[C:11](=[C:12]([N:17]3[CH2:21][CH2:20][N:19]([C:34]4[N:39]=[CH:38][C:37]([CH3:40])=[CH:36][N:35]=4)[C:18]3=[O:22])[CH:13]=[CH:14][CH:15]=2)[CH:10]=[N:9]1. (6) The product is: [NH2:13][C:12]1[CH:11]=[CH:10][C:5]([C:6]([O:8][CH3:9])=[O:7])=[CH:4][C:3]=1[O:2][CH3:1]. Given the reactants [CH3:1][O:2][C:3]1[CH:4]=[C:5]([CH:10]=[CH:11][C:12]=1[N+:13]([O-])=O)[C:6]([O:8][CH3:9])=[O:7].O, predict the reaction product.